This data is from Full USPTO retrosynthesis dataset with 1.9M reactions from patents (1976-2016). The task is: Predict the reactants needed to synthesize the given product. (1) Given the product [C:26]([C:28]1[C:33]([F:34])=[CH:32][CH:31]=[CH:30][C:29]=1[C:2]1[CH:3]=[C:4]([NH:8][C:9](=[O:25])[C:10]2[CH:15]=[CH:14][N:13]=[C:12]([NH:16][C:17]3[CH:22]=[CH:21][CH:20]=[C:19]([C:23]#[N:24])[N:18]=3)[CH:11]=2)[CH:5]=[N:6][CH:7]=1)#[N:27], predict the reactants needed to synthesize it. The reactants are: Br[C:2]1[CH:3]=[C:4]([NH:8][C:9](=[O:25])[C:10]2[CH:15]=[CH:14][N:13]=[C:12]([NH:16][C:17]3[CH:22]=[CH:21][CH:20]=[C:19]([C:23]#[N:24])[N:18]=3)[CH:11]=2)[CH:5]=[N:6][CH:7]=1.[C:26]([C:28]1[C:33]([F:34])=[CH:32][CH:31]=[CH:30][C:29]=1B(O)O)#[N:27].C(=O)([O-])[O-].[Na+].[Na+]. (2) Given the product [C:7]([CH:6]([C:11]1[CH:12]=[CH:13][C:14]([N:17]2[C:26]3[N:27]4[CH:33]=[C:32]([O:34][CH3:35])[CH:31]=[CH:30][C:28]4=[N:29][C:25]=3[C:24]3[C:19](=[CH:20][CH:21]=[CH:22][CH:23]=3)[C:18]2=[O:36])=[CH:15][N:16]=1)[C:4]#[N:37])#[N:8], predict the reactants needed to synthesize it. The reactants are: [H-].[Na+].C(#N)[CH:4]([CH2:6][C:7]#[N:8])O.Br[C:11]1[N:16]=[CH:15][C:14]([N:17]2[C:26]3[N:27]4[CH:33]=[C:32]([O:34][CH3:35])[CH:31]=[CH:30][C:28]4=[N:29][C:25]=3[C:24]3[C:19](=[CH:20][CH:21]=[CH:22][CH:23]=3)[C:18]2=[O:36])=[CH:13][CH:12]=1.[N:37]1C=CC=CC=1. (3) The reactants are: C(OC(=O)[NH:7][CH:8]1[CH2:13][CH2:12][N:11]([S:14]([C:17]2[CH:22]=[CH:21][C:20]([C:23]([N:25]3[CH2:30][CH2:29][CH2:28][CH2:27][CH2:26]3)=[O:24])=[CH:19][CH:18]=2)(=[O:16])=[O:15])[CH2:10][CH2:9]1)(C)(C)C.Cl. Given the product [NH2:7][CH:8]1[CH2:13][CH2:12][N:11]([S:14]([C:17]2[CH:18]=[CH:19][C:20]([C:23]([N:25]3[CH2:30][CH2:29][CH2:28][CH2:27][CH2:26]3)=[O:24])=[CH:21][CH:22]=2)(=[O:16])=[O:15])[CH2:10][CH2:9]1, predict the reactants needed to synthesize it. (4) Given the product [CH:1]1([C:6]2[C:18]([CH:19]([OH:30])[C:20]3[CH:21]=[CH:22][C:23]([C:26]([F:28])([F:29])[F:27])=[CH:24][CH:25]=3)=[C:17]([CH:31]([CH3:32])[CH3:33])[CH:16]=[C:15]3[C:7]=2[C:8](=[O:34])[CH2:9][C:10]2([O:14]3)[CH2:11][CH2:12][CH2:13]2)[CH2:5][CH2:4][CH2:3][CH2:2]1, predict the reactants needed to synthesize it. The reactants are: [C:1]1([C:6]2[C:18]([CH:19]([OH:30])[C:20]3[CH:25]=[CH:24][C:23]([C:26]([F:29])([F:28])[F:27])=[CH:22][CH:21]=3)=[C:17]([CH:31]([CH3:33])[CH3:32])[CH:16]=[C:15]3[C:7]=2[C:8](=[O:34])[CH2:9][C:10]2([O:14]3)[CH2:13][CH2:12][CH2:11]2)[CH2:5][CH2:4][CH2:3][CH:2]=1. (5) Given the product [NH2:10][CH2:44][CH2:45][C:40]1[CH:41]=[CH:49][C:50]([OH:51])=[C:38]([OH:37])[CH:39]=1, predict the reactants needed to synthesize it. The reactants are: C1C=CC(CCC[N:10]2CCN(CCOC(C3C=CC(F)=CC=3)C3C=CC(F)=CC=3)CC2)=CC=1.CC([O:37][C@@H:38]1[C@@:50]2(C)[O:51][C@](C=C)(C)CC(=O)[C@:49]2(O)[C@@:41]2(C)[C@@H](O)C[CH2:44][C:45](C)(C)[C@@H:40]2[C@@H:39]1O)=O. (6) The reactants are: [C:1]([NH:4][C:5]1[C:10](=[O:11])[N:9]([CH2:12][C:13]([OH:15])=O)[C:8]([C:16]2[CH:21]=[CH:20][CH:19]=[CH:18][CH:17]=2)=[N:7][CH:6]=1)(=[O:3])[CH3:2].Cl.[NH2:23][C@@H:24]([CH2:29][C:30]1[CH:35]=[CH:34][CH:33]=[CH:32][CH:31]=1)[C:25](=[O:28])[CH2:26][Cl:27]. Given the product [CH2:29]([C@H:24]([NH:23][C:13](=[O:15])[CH2:12][N:9]1[C:10](=[O:11])[C:5]([NH:4][C:1](=[O:3])[CH3:2])=[CH:6][N:7]=[C:8]1[C:16]1[CH:21]=[CH:20][CH:19]=[CH:18][CH:17]=1)[C:25](=[O:28])[CH2:26][Cl:27])[C:30]1[CH:35]=[CH:34][CH:33]=[CH:32][CH:31]=1, predict the reactants needed to synthesize it. (7) Given the product [CH3:1][O:2][C:3]([NH:5][C@@H:6]([CH2:33][C:34]1[CH:39]=[CH:38][CH:37]=[CH:36][CH:35]=1)[C:7]([NH:9][C@H:10]([C:23]1[N:24]=[C:25]([C:28]2[S:29][CH:30]=[CH:31][CH:32]=2)[S:26][CH:27]=1)[CH2:11][C:12]1[CH:13]=[CH:14][C:15]([NH:18][S:19](=[O:21])(=[O:20])[O-:22])=[CH:16][CH:17]=1)=[O:8])=[O:4].[Na+:46], predict the reactants needed to synthesize it. The reactants are: [CH3:1][O:2][C:3]([NH:5][C@@H:6]([CH2:33][C:34]1[CH:39]=[CH:38][CH:37]=[CH:36][CH:35]=1)[C:7]([NH:9][C@H:10]([C:23]1[N:24]=[C:25]([C:28]2[S:29][CH:30]=[CH:31][CH:32]=2)[S:26][CH:27]=1)[CH2:11][C:12]1[CH:17]=[CH:16][C:15]([NH:18][S:19](=[O:22])(=[O:21])[O-:20])=[CH:14][CH:13]=1)=[O:8])=[O:4].C[NH+](C)C.C[O-].[Na+:46]. (8) Given the product [F:1][CH:2]([F:23])[O:3][C:4]1[CH:9]=[CH:8][C:7]([C:10]2[CH:18]=[CH:17][CH:16]=[C:15]3[C:11]=2[CH2:12][CH2:13][C:14]3=[O:19])=[C:6]([O:20][CH2:30][CH:31]([CH3:33])[CH3:32])[C:5]=1[O:21][CH3:22], predict the reactants needed to synthesize it. The reactants are: [F:1][CH:2]([F:23])[O:3][C:4]1[CH:9]=[CH:8][C:7]([C:10]2[CH:18]=[CH:17][CH:16]=[C:15]3[C:11]=2[CH2:12][CH2:13][C:14]3=[O:19])=[C:6]([OH:20])[C:5]=1[O:21][CH3:22].C(=O)([O-])[O-].[K+].[K+].[CH2:30](Br)[CH:31]([CH3:33])[CH3:32]. (9) Given the product [Cl:32][C:33]1[CH:38]=[CH:37][C:36]([Cl:39])=[CH:35][C:34]=1[S:40]([NH:1][CH2:2][C:3]1[CH:4]=[C:5]([C:9]2[CH:10]=[C:11]3[C:15](=[C:16]([C:18]([NH2:20])=[O:19])[CH:17]=2)[NH:14][CH:13]=[C:12]3[CH:21]2[CH2:22][CH2:23][N:24]([S:27]([CH2:30][CH3:31])(=[O:29])=[O:28])[CH2:25][CH2:26]2)[CH:6]=[CH:7][CH:8]=1)(=[O:42])=[O:41], predict the reactants needed to synthesize it. The reactants are: [NH2:1][CH2:2][C:3]1[CH:4]=[C:5]([C:9]2[CH:10]=[C:11]3[C:15](=[C:16]([C:18]([NH2:20])=[O:19])[CH:17]=2)[NH:14][CH:13]=[C:12]3[CH:21]2[CH2:26][CH2:25][N:24]([S:27]([CH2:30][CH3:31])(=[O:29])=[O:28])[CH2:23][CH2:22]2)[CH:6]=[CH:7][CH:8]=1.[Cl:32][C:33]1[CH:38]=[CH:37][C:36]([Cl:39])=[CH:35][C:34]=1[S:40](Cl)(=[O:42])=[O:41].CCN(C(C)C)C(C)C.